Task: Predict the reaction yield, written as a fraction of the theoretical maximum amount of product (1.0 means a 100% yield; for example, 0.34 means a 34% yield).. Dataset: Reaction yield outcomes from USPTO patents with 853,638 reactions The reactants are [CH3:1][O:2][C:3]1[CH:4]=[C:5]2[C:10](=[CH:11][C:12]=1[O:13][CH3:14])/[C:9](=[N:15]/[NH:16][C:17]1[CH:22]=[CH:21][C:20]([N+:23]([O-:25])=[O:24])=[CH:19][CH:18]=1)/[CH2:8][CH2:7][CH2:6]2.[CH3:26]N(C=O)C. No catalyst specified. The product is [CH3:1][O:2][C:3]1[C:12]([O:13][CH3:14])=[CH:11][C:10]2[C:9]3[C:8](=[CH:26][N:16]([C:17]4[CH:22]=[CH:21][C:20]([N+:23]([O-:25])=[O:24])=[CH:19][CH:18]=4)[N:15]=3)[CH2:7][CH2:6][C:5]=2[CH:4]=1. The yield is 0.540.